Dataset: Catalyst prediction with 721,799 reactions and 888 catalyst types from USPTO. Task: Predict which catalyst facilitates the given reaction. Reactant: [Cl:1][C:2]1[CH:3]=[C:4]([CH2:27][NH2:28])[CH:5]=[CH:6][C:7]=1[C:8]1[S:9][C:10]([C:13]2[N:14]=[C:15]3[C:20]([Cl:21])=[CH:19][C:18]([C:22]([F:25])([F:24])[F:23])=[CH:17][N:16]3[CH:26]=2)=[N:11][N:12]=1.ClCCl.C(N(CC)CC)C.[CH3:39][S:40](Cl)(=[O:42])=[O:41]. Product: [Cl:1][C:2]1[CH:3]=[C:4]([CH2:27][NH:28][S:40]([CH3:39])(=[O:42])=[O:41])[CH:5]=[CH:6][C:7]=1[C:8]1[S:9][C:10]([C:13]2[N:14]=[C:15]3[C:20]([Cl:21])=[CH:19][C:18]([C:22]([F:24])([F:23])[F:25])=[CH:17][N:16]3[CH:26]=2)=[N:11][N:12]=1. The catalyst class is: 6.